Dataset: Forward reaction prediction with 1.9M reactions from USPTO patents (1976-2016). Task: Predict the product of the given reaction. (1) Given the reactants [CH2:1]([O:3][C:4]([C:6]1[S:7][C:8]([S:20][CH3:21])=[C:9]([C:18]#[N:19])[C:10]=1[C:11]1[CH:16]=[CH:15][C:14](I)=[CH:13][CH:12]=1)=[O:5])[CH3:2].[NH:22]1[CH2:27][CH2:26][O:25][CH2:24][CH2:23]1.C(=O)([O-])[O-].C1C=CC(P(C2C=CC3C(=CC=CC=3)C=2C2C3C(=CC=CC=3)C=CC=2P(C2C=CC=CC=2)C2C=CC=CC=2)C2C=CC=CC=2)=CC=1, predict the reaction product. The product is: [CH2:1]([O:3][C:4]([C:6]1[S:7][C:8]([S:20][CH3:21])=[C:9]([C:18]#[N:19])[C:10]=1[C:11]1[CH:16]=[CH:15][C:14]([N:22]2[CH2:27][CH2:26][O:25][CH2:24][CH2:23]2)=[CH:13][CH:12]=1)=[O:5])[CH3:2]. (2) Given the reactants [Br:1][C:2]1[N:6]2[CH:7]=[C:8]([C:13]([OH:15])=O)[N:9]=[C:10]([S:11][CH3:12])[C:5]2=[N:4][CH:3]=1.[NH:16]1[CH2:21][CH2:20][CH2:19][CH2:18][CH2:17]1.CCN(C(C)C)C(C)C.CN(C(ON1N=NC2C=CC=NC1=2)=[N+](C)C)C.F[P-](F)(F)(F)(F)F, predict the reaction product. The product is: [Br:1][C:2]1[N:6]2[CH:7]=[C:8]([C:13]([N:16]3[CH2:21][CH2:20][CH2:19][CH2:18][CH2:17]3)=[O:15])[N:9]=[C:10]([S:11][CH3:12])[C:5]2=[N:4][CH:3]=1.